Dataset: Cav3 T-type calcium channel HTS with 100,875 compounds. Task: Binary Classification. Given a drug SMILES string, predict its activity (active/inactive) in a high-throughput screening assay against a specified biological target. (1) The molecule is S(=O)(=O)(NCC1CCC(CC1)C(=O)NCc1sccc1)c1sccc1. The result is 0 (inactive). (2) The compound is S(c1nc2c(cc1)cccc2)CCC([O-])=O. The result is 0 (inactive).